The task is: Predict the reaction yield, written as a fraction of the theoretical maximum amount of product (1.0 means a 100% yield; for example, 0.34 means a 34% yield).. This data is from Reaction yield outcomes from USPTO patents with 853,638 reactions. The reactants are [C:1]([C:3]1[N:8]=[CH:7][C:6]([N:9]2[C:16](=[O:17])[C:12]3([CH2:15][CH2:14][CH2:13]3)[N:11]([C:18]3[CH:23]=[CH:22][C:21]([CH2:24][CH2:25][CH2:26][C:27]([OH:29])=O)=[CH:20][CH:19]=3)[C:10]2=[S:30])=[CH:5][C:4]=1[C:31]([F:34])([F:33])[F:32])#[N:2].[CH2:35]([N:37](CC)CC)C.ClC(OC1C=CC([N+]([O-])=O)=CC=1)=O.CN. The catalyst is C(Cl)Cl.O. The product is [C:1]([C:3]1[N:8]=[CH:7][C:6]([N:9]2[C:16](=[O:17])[C:12]3([CH2:15][CH2:14][CH2:13]3)[N:11]([C:18]3[CH:23]=[CH:22][C:21]([CH2:24][CH2:25][CH2:26][C:27]([NH:37][CH3:35])=[O:29])=[CH:20][CH:19]=3)[C:10]2=[S:30])=[CH:5][C:4]=1[C:31]([F:34])([F:32])[F:33])#[N:2]. The yield is 0.400.